Dataset: Full USPTO retrosynthesis dataset with 1.9M reactions from patents (1976-2016). Task: Predict the reactants needed to synthesize the given product. (1) Given the product [C:1]([C:5]1[CH:10]=[CH:9][C:8]([S:11]([N:14]([C:15]2[CH:20]=[CH:19][C:18]([CH3:21])=[CH:17][CH:16]=2)[CH2:22][C:23]([N:37]([CH2:38][CH2:39][CH2:40][OH:41])[CH2:36][C:27]2[CH:28]=[CH:29][C:30]3[C:35](=[CH:34][CH:33]=[CH:32][CH:31]=3)[N:26]=2)=[O:25])(=[O:12])=[O:13])=[CH:7][CH:6]=1)([CH3:3])([CH3:2])[CH3:4], predict the reactants needed to synthesize it. The reactants are: [C:1]([C:5]1[CH:10]=[CH:9][C:8]([S:11]([N:14]([CH2:22][C:23]([OH:25])=O)[C:15]2[CH:20]=[CH:19][C:18]([CH3:21])=[CH:17][CH:16]=2)(=[O:13])=[O:12])=[CH:7][CH:6]=1)([CH3:4])([CH3:3])[CH3:2].[N:26]1[C:35]2[C:30](=[CH:31][CH:32]=[CH:33][CH:34]=2)[CH:29]=[CH:28][C:27]=1[CH2:36][NH:37][CH2:38][CH2:39][CH2:40][OH:41]. (2) Given the product [Cl:46][C:42]1[CH:41]=[C:40]([C:37]2[CH:36]=[CH:35][C:34]([CH2:33][N:23]([CH2:22][C@@H:21]([OH:47])[C:20]([OH:48])=[O:19])[NH:24][C:25]([C:27]3[O:31][N:30]=[C:29]([O:32][CH2:3][O:2][C:1]([O:5][CH:6]([CH3:8])[CH3:7])=[O:9])[CH:28]=3)=[O:26])=[CH:39][CH:38]=2)[CH:45]=[CH:44][CH:43]=1, predict the reactants needed to synthesize it. The reactants are: [C:1](=[O:9])([O:5][CH:6]([CH3:8])[CH3:7])[O:2][CH2:3]Cl.[Na+].[I-].CC(C)=O.O=C(C1C=CC=CC=1)C[O:19][C:20](=[O:48])[C@H:21]([OH:47])[CH2:22][N:23]([CH2:33][C:34]1[CH:39]=[CH:38][C:37]([C:40]2[CH:45]=[CH:44][CH:43]=[C:42]([Cl:46])[CH:41]=2)=[CH:36][CH:35]=1)[NH:24][C:25]([C:27]1[O:31][N:30]=[C:29]([OH:32])[CH:28]=1)=[O:26].C(=O)([O-])[O-].[Cs+].[Cs+].CCN(C(C)C)C(C)C.CC(O)=O. (3) The reactants are: [F:1][C:2]([F:33])([F:32])[C:3]1[CH:4]=[C:5]([C@H:13]2[O:17][C:16](=[O:18])[N:15]([CH2:19][C:20]3[CH:25]=[C:24]([C:26]([F:29])([F:28])[F:27])[CH:23]=[CH:22][C:21]=3I)[C@H:14]2[CH3:31])[CH:6]=[C:7]([C:9]([F:12])([F:11])[F:10])[CH:8]=1.[N:34]1([C:40]2[CH:41]=[C:42](B(O)O)[CH:43]=[CH:44][CH:45]=2)[CH2:39][CH2:38][CH2:37][CH2:36][CH2:35]1.[C:49](=O)([O-])[O-:50].[Na+].[Na+].CCOC(C)=O. Given the product [F:1][C:2]([F:33])([F:32])[C:3]1[CH:4]=[C:5]([C@H:13]2[O:17][C:16](=[O:18])[N:15]([CH2:19][C:20]3[CH:25]=[C:24]([C:26]([F:29])([F:28])[F:27])[CH:23]=[CH:22][C:21]=3[C:42]3[CH:41]=[C:40]([N:34]4[CH2:39][CH2:38][CH2:37][CH2:36][CH2:35]4)[CH:45]=[CH:44][C:43]=3[O:50][CH3:49])[C@H:14]2[CH3:31])[CH:6]=[C:7]([C:9]([F:12])([F:11])[F:10])[CH:8]=1, predict the reactants needed to synthesize it. (4) Given the product [CH:30]1([O:35][C:36]2[N:44]=[C:43]3[C:39]([N:40]=[CH:41][N:42]3[C@@H:45]3[O:61][C@H:60]([CH3:62])[C@@H:48]([O:49][Si:50]([CH:57]([CH3:59])[CH3:58])([CH:54]([CH3:55])[CH3:56])[CH:51]([CH3:52])[CH3:53])[C:46]3=[O:47])=[C:38]([NH2:63])[N:37]=2)[CH2:31][CH2:32][CH2:33][CH2:34]1, predict the reactants needed to synthesize it. The reactants are: C([Si](C(C)C)(C(C)C)O[C@@H]1C(=O)[C@@H](C)O[C@H]1N1C=NC2C1=NC(Cl)=NC=2N)(C)C.[CH:30]1([O:35][C:36]2[N:44]=[C:43]3[C:39]([N:40]=[CH:41][N:42]3[C@@H:45]3[O:61][C@H:60]([CH3:62])[C@@H:48]([O:49][Si:50]([CH:57]([CH3:59])[CH3:58])([CH:54]([CH3:56])[CH3:55])[CH:51]([CH3:53])[CH3:52])[C@H:46]3[OH:47])=[C:38]([NH2:63])[N:37]=2)[CH2:34][CH2:33][CH2:32][CH2:31]1.